This data is from Full USPTO retrosynthesis dataset with 1.9M reactions from patents (1976-2016). The task is: Predict the reactants needed to synthesize the given product. Given the product [CH2:1]([N:17]1[C:18]2[C@@:19]3([CH3:29])[C:26]([CH3:28])([CH3:27])[C@H:22]([CH2:21][CH2:20]3)[C:23]=2[C:24](=[O:25])[N:16]1[CH2:9][C:10]1[CH:11]=[CH:12][CH:13]=[CH:14][CH:15]=1)[C:2]1[CH:7]=[CH:6][CH:5]=[CH:4][CH:3]=1, predict the reactants needed to synthesize it. The reactants are: [CH2:1](Br)[C:2]1[CH:7]=[CH:6][CH:5]=[CH:4][CH:3]=1.[CH2:9]([N:16]1[C:24](=[O:25])[C:23]2[C@@H:22]3[C:26]([CH3:28])([CH3:27])[C@@:19]([CH3:29])([CH2:20][CH2:21]3)[C:18]=2[NH:17]1)[C:10]1[CH:15]=[CH:14][CH:13]=[CH:12][CH:11]=1.